The task is: Predict the product of the given reaction.. This data is from Forward reaction prediction with 1.9M reactions from USPTO patents (1976-2016). (1) Given the reactants [F:1][C:2]([F:26])([F:25])[C:3]1[CH:24]=[CH:23][CH:22]=[CH:21][C:4]=1[O:5][CH:6]1[CH2:11][CH2:10][N:9]([C:12]2[N:17]=[N:16][C:15]([C:18]([OH:20])=O)=[CH:14][CH:13]=2)[CH2:8][CH2:7]1.C1C=CC2N(O)N=[N:33]C=2C=1.CN(C(ON1N=NC2C=CC=NC1=2)=[N+](C)C)C.F[P-](F)(F)(F)(F)F.[Cl-].[NH4+].C(N(CC)C(C)C)(C)C, predict the reaction product. The product is: [F:1][C:2]([F:25])([F:26])[C:3]1[CH:24]=[CH:23][CH:22]=[CH:21][C:4]=1[O:5][CH:6]1[CH2:7][CH2:8][N:9]([C:12]2[N:17]=[N:16][C:15]([C:18]([NH2:33])=[O:20])=[CH:14][CH:13]=2)[CH2:10][CH2:11]1. (2) Given the reactants [C:1]([O:9]CC)(=O)[CH2:2][C:3]([O:5][CH2:6][CH3:7])=[O:4].[H-].[Na+].[CH2:14]([N:21]1[C:26]2[S:27][CH:28]=[CH:29][C:25]=2[C:24](=O)[O:23]C1=O)[C:15]1[CH:20]=[CH:19][CH:18]=[CH:17][CH:16]=1, predict the reaction product. The product is: [CH2:6]([O:5][C:3]([C:2]1[C:1](=[O:9])[N:21]([CH2:14][C:15]2[CH:20]=[CH:19][CH:18]=[CH:17][CH:16]=2)[C:26]2[S:27][CH:28]=[CH:29][C:25]=2[C:24]=1[OH:23])=[O:4])[CH3:7]. (3) Given the reactants Br[C:2]1[N:3]=[CH:4][C:5]([NH:8][C:9](=[O:28])[C@@H:10]([C:17]2[CH:22]=[CH:21][C:20]([S:23]([CH3:26])(=[O:25])=[O:24])=[C:19]([Cl:27])[CH:18]=2)[CH2:11][CH:12]2[CH2:16][CH2:15][CH2:14][CH2:13]2)=[N:6][CH:7]=1.[I-].[K+].C1OCCOCCOCCOCCOCC[O:33][CH2:32]1.C(N(CC)CC)C.C([SiH](CCCCCC)CCCCCC)CCCCC, predict the reaction product. The product is: [Cl:27][C:19]1[CH:18]=[C:17]([CH:10]([CH2:11][CH:12]2[CH2:16][CH2:15][CH2:14][CH2:13]2)[C:9]([NH:8][C:5]2[CH:4]=[N:3][C:2]([CH:32]=[O:33])=[CH:7][N:6]=2)=[O:28])[CH:22]=[CH:21][C:20]=1[S:23]([CH3:26])(=[O:25])=[O:24]. (4) Given the reactants [CH2:1]([O:8][C:9](=[O:19])[NH:10][CH2:11][C@H:12]([NH2:18])[C@@H:13]([OH:17])[C:14]#[C:15][CH3:16])[C:2]1[CH:7]=[CH:6][CH:5]=[CH:4][CH:3]=1.[CH3:20][CH:21]([C:25]([OH:27])=O)[C:22](O)=[O:23].[F:28][C:29]([F:38])([F:37])[C:30]1[CH:31]=[C:32]([CH:34]=[CH:35][CH:36]=1)[NH2:33].C(N(CC)C(C)C)(C)C.CN(C(ON1N=NC2C=CC=NC1=2)=[N+](C)C)C.F[P-](F)(F)(F)(F)F, predict the reaction product. The product is: [CH2:1]([O:8][C:9](=[O:19])[NH:10][CH2:11][C@H:12]([NH:18][C:22](=[O:23])[CH:21]([C:25](=[O:27])[NH:33][C:32]1[CH:34]=[CH:35][CH:36]=[C:30]([C:29]([F:28])([F:37])[F:38])[CH:31]=1)[CH3:20])[C@@H:13]([OH:17])[C:14]#[C:15][CH3:16])[C:2]1[CH:3]=[CH:4][CH:5]=[CH:6][CH:7]=1. (5) Given the reactants [Br:1][C:2]1[CH:12]=[CH:11][C:5]2[N:6]([CH3:10])[C:7](=[O:9])[NH:8][C:4]=2[C:3]=1[O:13][CH3:14].C(=O)([O-])[O-].[Cs+].[Cs+].[CH2:21](Br)[C:22]1[CH:27]=[CH:26][CH:25]=[CH:24][CH:23]=1, predict the reaction product. The product is: [CH2:21]([N:8]1[C:4]2[C:3]([O:13][CH3:14])=[C:2]([Br:1])[CH:12]=[CH:11][C:5]=2[N:6]([CH3:10])[C:7]1=[O:9])[C:22]1[CH:27]=[CH:26][CH:25]=[CH:24][CH:23]=1. (6) Given the reactants [Br:1][C:2]1[CH:3]=[C:4]([C:13]2[N:17]([C:18]3[CH:23]=[CH:22][N:21]=[C:20]([O:24][CH3:25])[CH:19]=3)[N:16]=[C:15]([C:26]([OH:28])=O)[CH:14]=2)[CH:5]=[C:6]([O:8][C:9]([F:12])([F:11])[F:10])[CH:7]=1.ClC1C=C(C2N(C3C=CC=CN=3)N=C(C([N:50]3[CH2:54][C:53](=[O:55])[NH:52][CH2:51]3)=O)C=2)C=C(F)C=1.Cl.N1C=CNC1=O, predict the reaction product. The product is: [Br:1][C:2]1[CH:3]=[C:4]([C:13]2[N:17]([C:18]3[CH:23]=[CH:22][N:21]=[C:20]([O:24][CH3:25])[CH:19]=3)[N:16]=[C:15]([C:26]([N:50]3[CH2:54][C:53](=[O:55])[NH:52][CH2:51]3)=[O:28])[CH:14]=2)[CH:5]=[C:6]([O:8][C:9]([F:12])([F:10])[F:11])[CH:7]=1.